The task is: Predict which catalyst facilitates the given reaction.. This data is from Catalyst prediction with 721,799 reactions and 888 catalyst types from USPTO. (1) Reactant: Cl[C:2]1[CH:10]=[CH:9][C:5]([C:6]([OH:8])=[O:7])=[CH:4][N:3]=1.[H-].[Na+].[Cl:13][C:14]1[CH:15]=[C:16]([CH:19]=[CH:20][CH:21]=1)[CH2:17][OH:18].CN(C=O)C. Product: [Cl:13][C:14]1[CH:15]=[C:16]([CH:19]=[CH:20][CH:21]=1)[CH2:17][O:18][C:2]1[CH:10]=[CH:9][C:5]([C:6]([OH:8])=[O:7])=[CH:4][N:3]=1. The catalyst class is: 93. (2) Reactant: [NH:1]1[C:5]2[CH:6]=[CH:7][CH:8]=[CH:9][C:4]=2[N:3]=[C:2]1[C:10]([C:12]1[CH:17]=[CH:16][C:15]([O:18][C:19]2[C:24](Cl)=[N:23][CH:22]=[CH:21][N:20]=2)=[CH:14][CH:13]=1)=[O:11].[F:26][C:27]1([F:42])[CH2:32][CH2:31][C:30](B2OC(C)(C)C(C)(C)O2)=[CH:29][CH2:28]1.C(=O)([O-])[O-].[Na+].[Na+]. Product: [NH:1]1[C:5]2[CH:6]=[CH:7][CH:8]=[CH:9][C:4]=2[N:3]=[C:2]1[C:10]([C:12]1[CH:17]=[CH:16][C:15]([O:18][C:19]2[C:24]([C:30]3[CH2:31][CH2:32][C:27]([F:42])([F:26])[CH2:28][CH:29]=3)=[N:23][CH:22]=[CH:21][N:20]=2)=[CH:14][CH:13]=1)=[O:11]. The catalyst class is: 149. (3) Reactant: [F:1][C:2]1[CH:3]=[N:4][CH:5]=[CH:6][C:7]=1[NH:8][C:9](=[O:15])[O:10][C:11]([CH3:14])([CH3:13])[CH3:12].[N+:16]([C:19]1[CH:24]=[C:23]([N+:25]([O-:27])=[O:26])[CH:22]=[CH:21][C:20]=1[O:28]N)([O-:18])=[O:17]. Product: [N+:16]([C:19]1[CH:24]=[C:23]([N+:25]([O-:27])=[O:26])[CH:22]=[CH:21][C:20]=1[O-:28])([O-:18])=[O:17].[NH2:16][N+:4]1[CH:5]=[CH:6][C:7]([NH:8][C:9]([O:10][C:11]([CH3:12])([CH3:14])[CH3:13])=[O:15])=[C:2]([F:1])[CH:3]=1. The catalyst class is: 23. (4) Reactant: CSC.C([O:11][C:12]1[CH:17]=[CH:16][CH:15]=[CH:14][C:13]=1[CH2:18][C:19]1[CH:24]=[CH:23][C:22]([Cl:25])=[CH:21][CH:20]=1)C1C=CC=CC=1.O. Product: [Cl:25][C:22]1[CH:21]=[CH:20][C:19]([CH2:18][C:13]2[CH:14]=[CH:15][CH:16]=[CH:17][C:12]=2[OH:11])=[CH:24][CH:23]=1. The catalyst class is: 2. (5) Reactant: [Cl:1][C:2]1[N:7]=[CH:6][C:5]([C:8](Cl)=[O:9])=[CH:4][CH:3]=1.[NH2:11][C:12]1[CH:13]=[C:14]([NH:19][C:20](=[O:30])[C:21]2[CH:26]=[CH:25][CH:24]=[C:23]([N:27]([CH3:29])[CH3:28])[CH:22]=2)[CH:15]=[CH:16][C:17]=1[CH3:18].C(=O)([O-])[O-].[K+].[K+].CN(C=O)C. Product: [Cl:1][C:2]1[N:7]=[CH:6][C:5]([C:8]([NH:11][C:12]2[CH:13]=[C:14]([NH:19][C:20](=[O:30])[C:21]3[CH:26]=[CH:25][CH:24]=[C:23]([N:27]([CH3:28])[CH3:29])[CH:22]=3)[CH:15]=[CH:16][C:17]=2[CH3:18])=[O:9])=[CH:4][CH:3]=1. The catalyst class is: 232. (6) Reactant: [CH3:1][N:2]([CH2:4][C:5]1[N:6]([C:24]2[CH:29]=[CH:28][C:27]([N+:30]([O-:32])=[O:31])=[CH:26][CH:25]=2)[N:7]=[C:8]2[C:13]=1[C:12](=[O:14])[N:11]([C:15]1[N:16]=[N:17][C:18]([O:21][CH3:22])=[CH:19][CH:20]=1)[C:10](=[O:23])[NH:9]2)[CH3:3].CN(C)C=O.[F:38][C:39]1[CH:46]=[CH:45][CH:44]=[C:43]([F:47])[C:40]=1[CH2:41]Cl.C(=O)([O-])[O-].[K+].[K+]. Product: [F:38][C:39]1[CH:46]=[CH:45][CH:44]=[C:43]([F:47])[C:40]=1[CH2:41][N:9]1[C:8]2=[N:7][N:6]([C:24]3[CH:25]=[CH:26][C:27]([N+:30]([O-:32])=[O:31])=[CH:28][CH:29]=3)[C:5]([CH2:4][N:2]([CH3:3])[CH3:1])=[C:13]2[C:12](=[O:14])[N:11]([C:15]2[N:16]=[N:17][C:18]([O:21][CH3:22])=[CH:19][CH:20]=2)[C:10]1=[O:23]. The catalyst class is: 6.